Dataset: Full USPTO retrosynthesis dataset with 1.9M reactions from patents (1976-2016). Task: Predict the reactants needed to synthesize the given product. Given the product [Br:1][C:2]1[CH:11]=[CH:10][C:9]2[C:4](=[CH:5][CH:6]=[CH:7][CH:8]=2)[C:3]=1[O:12][CH3:15], predict the reactants needed to synthesize it. The reactants are: [Br:1][C:2]1[CH:11]=[CH:10][C:9]2[C:4](=[CH:5][CH:6]=[CH:7][CH:8]=2)[C:3]=1[OH:12].[OH-].[K+].[CH3:15]I.